Dataset: Full USPTO retrosynthesis dataset with 1.9M reactions from patents (1976-2016). Task: Predict the reactants needed to synthesize the given product. Given the product [Cl:20][C:17]1[CH:18]=[CH:19][C:14]([C:6]2[C:5]3[N:4]([N:3]=[C:2]([NH:35][CH:32]4[CH2:33][CH2:34][N:29]([C:25]5[CH:24]=[C:23]([CH3:22])[N:28]=[CH:27][N:26]=5)[CH2:30][CH2:31]4)[N:21]=3)[C:9]([C:10]([OH:13])([CH3:12])[CH3:11])=[CH:8][CH:7]=2)=[CH:15][CH:16]=1, predict the reactants needed to synthesize it. The reactants are: Br[C:2]1[N:21]=[C:5]2[C:6]([C:14]3[CH:19]=[CH:18][C:17]([Cl:20])=[CH:16][CH:15]=3)=[CH:7][CH:8]=[C:9]([C:10]([OH:13])([CH3:12])[CH3:11])[N:4]2[N:3]=1.[CH3:22][C:23]1[N:28]=[CH:27][N:26]=[C:25]([N:29]2[CH2:34][CH2:33][CH:32]([NH2:35])[CH2:31][CH2:30]2)[CH:24]=1.[O-]C1C=CC=CC=1.[Na+].C(Cl)(Cl)Cl.CC1(C)C2C(=C(P(C3C=CC=CC=3)C3C=CC=CC=3)C=CC=2)OC2C(P(C3C=CC=CC=3)C3C=CC=CC=3)=CC=CC1=2.